This data is from Catalyst prediction with 721,799 reactions and 888 catalyst types from USPTO. The task is: Predict which catalyst facilitates the given reaction. Reactant: [CH3:1][O:2][C:3]1[CH:4]=[C:5]([CH:11]=[CH:12][C:13]=1[O:14][CH2:15][CH2:16][NH:17][CH2:18][CH2:19][C:20](=[O:41])[CH2:21][C:22]1[CH:27]=[CH:26][C:25]([N:28](C2C=CC=CC=2C)[C:29]([NH2:31])=[O:30])=[C:24]([O:39][CH3:40])[CH:23]=1)[C:6]([O:8]CC)=[O:7].[OH-].[Na+].Cl. Product: [CH3:1][O:2][C:3]1[CH:4]=[C:5]([CH:11]=[CH:12][C:13]=1[O:14][CH2:15][CH2:16][NH:17][CH2:18][CH2:19][C:20](=[O:41])[CH2:21][C:22]1[CH:27]=[CH:26][C:25]([NH:28][C:29]([NH:31][C:4]2[CH:3]=[CH:13][CH:12]=[CH:11][C:5]=2[CH3:6])=[O:30])=[C:24]([O:39][CH3:40])[CH:23]=1)[C:6]([OH:8])=[O:7]. The catalyst class is: 1.